The task is: Binary Classification. Given a drug SMILES string, predict its activity (active/inactive) in a high-throughput screening assay against a specified biological target.. This data is from M1 muscarinic receptor antagonist screen with 61,756 compounds. (1) The molecule is O=C1N(C(=O)c2c1cc(cc2)C(=O)Nc1c(OC)cc(OC)cc1)Cc1cccnc1. The result is 0 (inactive). (2) The drug is Clc1ccc(C(=O)COc2nc(c3c(CC(OC3)(C)C)c2C#N)c2occc2)cc1. The result is 0 (inactive).